Dataset: Forward reaction prediction with 1.9M reactions from USPTO patents (1976-2016). Task: Predict the product of the given reaction. (1) Given the reactants Cl[C:2]1[C:11]2[C:6](=[CH:7][C:8]([C:14]3[C:15]([CH3:20])=[N:16][O:17][C:18]=3[CH3:19])=[C:9]([O:12][CH3:13])[CH:10]=2)[N:5]=[CH:4][C:3]=1[N+:21]([O-])=O.[N:24]1[CH:29]=[CH:28][CH:27]=[CH:26][C:25]=1[CH2:30][NH2:31], predict the reaction product. The product is: [CH3:20][C:15]1[C:14]([C:8]2[CH:7]=[C:6]3[C:11]([C:2]([NH:31][CH2:30][C:25]4[CH:26]=[CH:27][CH:28]=[CH:29][N:24]=4)=[C:3]([NH2:21])[CH:4]=[N:5]3)=[CH:10][C:9]=2[O:12][CH3:13])=[C:18]([CH3:19])[O:17][N:16]=1. (2) Given the reactants [CH3:13][C:12]([O:11][C:9](O[C:9]([O:11][C:12]([CH3:15])([CH3:14])[CH3:13])=[O:10])=[O:10])([CH3:15])[CH3:14].C([N:18]([CH2:21][CH3:22])[CH2:19][CH3:20])C.[CH3:23][NH2:24].[CH2:25](O)[CH3:26].C([O-])([O-])=O.[Na+].[Na+].Cl[C:35]1[N:39]=[C:38](Cl)[S:37][N:36]=1.[Na+].[Cl-].[NH:43]1[CH:47]=[CH:46][N:45]=[CH:44]1.[Na].[CH:49]([O:52][C:53](C)=[O:54])([CH3:51])[CH3:50].[CH3:56]O, predict the reaction product. The product is: [C:12]([O:11][C:9](=[O:10])[N:18]([CH2:19][C:20]1[CH:26]=[CH:25][C:51]2[O:54][CH2:53][O:52][C:49]=2[CH:50]=1)[CH2:21][CH2:22][CH2:23][N:24]([C:38]1[S:37][N:36]=[C:35]([N:43]2[CH:47]=[CH:46][N:45]=[CH:44]2)[N:39]=1)[CH3:56])([CH3:13])([CH3:14])[CH3:15].